This data is from Catalyst prediction with 721,799 reactions and 888 catalyst types from USPTO. The task is: Predict which catalyst facilitates the given reaction. (1) Reactant: [C:1]([OH:13])(=[O:12])[CH2:2][C:3]([CH2:8][C:9]([OH:11])=[O:10])([C:5]([OH:7])=[O:6])[OH:4].[C:14](=O)([OH:16])[O-:15].[Na+:18].[H][H]. Product: [C:1]([O-:13])(=[O:12])[CH2:2][C:3]([CH2:8][C:9]([O-:11])=[O:10])([C:5]([O-:7])=[O:6])[OH:4].[Na+:18].[Na+:18].[Na+:18].[C:14](=[O:16])=[O:15]. The catalyst class is: 6. (2) Reactant: [NH2:1][C:2]([NH:4][C:5]1[C:6]([C:18]([NH2:20])=[O:19])=[N:7][N:8]([C:10]2[CH:15]=[CH:14][C:13](I)=[C:12]([Cl:17])[CH:11]=2)[CH:9]=1)=[O:3].[OH:21][C:22]1[CH:23]=[C:24](B(O)O)[CH:25]=[CH:26][CH:27]=1.C([O-])([O-])=O.[Cs+].[Cs+]. Product: [NH2:1][C:2]([NH:4][C:5]1[C:6]([C:18]([NH2:20])=[O:19])=[N:7][N:8]([C:10]2[CH:15]=[CH:14][C:13]([C:26]3[CH:25]=[CH:24][CH:23]=[C:22]([OH:21])[CH:27]=3)=[C:12]([Cl:17])[CH:11]=2)[CH:9]=1)=[O:3]. The catalyst class is: 3. (3) Reactant: [F:1][C:2]1([F:31])[CH2:7][CH2:6][N:5]([CH2:8][CH2:9][CH2:10][N:11]2[CH2:17][CH2:16][CH2:15][C:14](=O)[C:13]3=[CH:19][N:20]([CH2:22][C:23]4[CH:28]=[CH:27][C:26]([O:29][CH3:30])=[CH:25][CH:24]=4)[N:21]=[C:12]23)[CH2:4][CH2:3]1.[F:32][C:33]1[CH:34]=[N:35][C:36]([NH:39][C:40]([NH2:42])=[S:41])=[N:37][CH:38]=1.II.NC(N)=S. Product: [F:31][C:2]1([F:1])[CH2:3][CH2:4][N:5]([CH2:8][CH2:9][CH2:10][N:11]2[CH2:17][CH2:16][C:15]3[S:41][C:40]([NH:39][C:36]4[N:35]=[CH:34][C:33]([F:32])=[CH:38][N:37]=4)=[N:42][C:14]=3[C:13]3=[CH:19][N:20]([CH2:22][C:23]4[CH:24]=[CH:25][C:26]([O:29][CH3:30])=[CH:27][CH:28]=4)[N:21]=[C:12]23)[CH2:6][CH2:7]1. The catalyst class is: 17. (4) Reactant: [CH2:1]([N:3]1[CH2:8][C:7]([CH3:10])([CH3:9])[O:6][C:5](=[O:11])[CH:4]1[CH2:12][C:13]([OH:15])=O)[CH3:2].C(N(C(C)C)CC)(C)C.CN(C(O[N:33]1N=N[C:35]2[CH:36]=CC=N[C:34]1=2)=[N+](C)C)C.F[P-](F)(F)(F)(F)F.C(N)CC. Product: [CH2:1]([N:3]1[CH2:8][C:7]([CH3:9])([CH3:10])[O:6][C:5](=[O:11])[CH:4]1[CH2:12][C:13]([NH:33][CH2:34][CH2:35][CH3:36])=[O:15])[CH3:2]. The catalyst class is: 3. (5) Reactant: [F:1][C:2]1[CH:7]=[CH:6][C:5]([O:8][CH3:9])=[CH:4][C:3]=1[OH:10].Cl[C:12]1[CH:13]=[CH:14][C:15]([N+:27]([O-:29])=[O:28])=[C:16]([CH2:18][NH:19][C:20](=[O:26])[O:21][C:22]([CH3:25])([CH3:24])[CH3:23])[CH:17]=1.[H-].[Na+]. Product: [F:1][C:2]1[CH:7]=[CH:6][C:5]([O:8][CH3:9])=[CH:4][C:3]=1[O:10][C:12]1[CH:13]=[CH:14][C:15]([N+:27]([O-:29])=[O:28])=[C:16]([CH2:18][NH:19][C:20](=[O:26])[O:21][C:22]([CH3:25])([CH3:23])[CH3:24])[CH:17]=1. The catalyst class is: 9. (6) Reactant: [CH2:1]([N:8]([CH2:20][C:21]1[CH:26]=[CH:25][CH:24]=[CH:23][CH:22]=1)[C@H:9]1[CH2:14][CH2:13][C@H:12]([C:15]([O:17]CC)=[O:16])[CH2:11][CH2:10]1)[C:2]1[CH:7]=[CH:6][CH:5]=[CH:4][CH:3]=1.[Li+].[OH-]. Product: [CH2:20]([N:8]([CH2:1][C:2]1[CH:7]=[CH:6][CH:5]=[CH:4][CH:3]=1)[C@H:9]1[CH2:14][CH2:13][C@H:12]([C:15]([OH:17])=[O:16])[CH2:11][CH2:10]1)[C:21]1[CH:22]=[CH:23][CH:24]=[CH:25][CH:26]=1. The catalyst class is: 20. (7) Reactant: [BH4-].[Na+].[CH3:3][N:4]1[C:9]2=[CH:10][N:11]([CH2:23][O:24][CH2:25][CH2:26][Si:27]([CH3:30])([CH3:29])[CH3:28])[C:12]([C:13]3[S:14][CH:15]=[C:16]([C:18](OCC)=[O:19])[N:17]=3)=[C:8]2[C:7](=[O:31])[N:6]([CH3:32])[C:5]1=[O:33].[Cl-].[Li+]. Product: [OH:19][CH2:18][C:16]1[N:17]=[C:13]([C:12]2[N:11]([CH2:23][O:24][CH2:25][CH2:26][Si:27]([CH3:29])([CH3:28])[CH3:30])[CH:10]=[C:9]3[C:8]=2[C:7](=[O:31])[N:6]([CH3:32])[C:5](=[O:33])[N:4]3[CH3:3])[S:14][CH:15]=1. The catalyst class is: 353.